Dataset: Full USPTO retrosynthesis dataset with 1.9M reactions from patents (1976-2016). Task: Predict the reactants needed to synthesize the given product. (1) Given the product [C:15]1([C:4]2[C:5]3[CH2:4][C:15]4[C:16](=[CH:17][CH:18]=[CH:19][CH:20]=4)[C:2]=3[C:7]([C:8]#[N:9])=[C:6]([N:10]3[CH2:14][CH2:13][CH2:12][CH2:11]3)[CH:5]=2)[CH:20]=[CH:19][CH:18]=[CH:17][CH:16]=1, predict the reactants needed to synthesize it. The reactants are: O=[C:2]1[C:7]([C:8]#[N:9])=[C:6]([N:10]2[CH2:14][CH2:13][CH2:12][CH2:11]2)[CH:5]=[C:4]([C:15]2[CH:20]=[CH:19][CH:18]=[CH:17][CH:16]=2)O1.[H-].[Na+]. (2) Given the product [CH3:17][O:16][C:14]([C:13]([CH3:12])([CH:5]([C:6]1[CH:11]=[CH:10][CH:9]=[CH:8][CH:7]=1)[CH2:4][N+:1]([O-:3])=[O:2])[C:18]([O:20][CH3:21])=[O:19])=[O:15], predict the reactants needed to synthesize it. The reactants are: [N+:1](/[CH:4]=[CH:5]/[C:6]1[CH:11]=[CH:10][CH:9]=[CH:8][CH:7]=1)([O-:3])=[O:2].[CH3:12][CH:13]([C:18]([O:20][CH3:21])=[O:19])[C:14]([O:16][CH3:17])=[O:15].